Dataset: CYP2C9 inhibition data for predicting drug metabolism from PubChem BioAssay. Task: Regression/Classification. Given a drug SMILES string, predict its absorption, distribution, metabolism, or excretion properties. Task type varies by dataset: regression for continuous measurements (e.g., permeability, clearance, half-life) or binary classification for categorical outcomes (e.g., BBB penetration, CYP inhibition). Dataset: cyp2c9_veith. (1) The drug is CN(C)CS/C(N)=N/[C@H](O)C(Cl)(Cl)Cl. The result is 0 (non-inhibitor). (2) The drug is COc1cccc(-c2ccc3ncnc(NCCN4CCOCC4)c3c2)c1. The result is 0 (non-inhibitor). (3) The drug is Cc1ccccc1NC(=O)c1cccc(Cn2cc(Br)c([N+](=O)[O-])n2)c1. The result is 1 (inhibitor). (4) The molecule is CC[C@@](O)(C(=O)O)c1cc2n(c(=O)c1CO)Cc1cc3ccccc3nc1-2.[Na]. The result is 0 (non-inhibitor).